This data is from Forward reaction prediction with 1.9M reactions from USPTO patents (1976-2016). The task is: Predict the product of the given reaction. (1) Given the reactants [CH:1]1([NH:7][C:8]([C:10]2[C:11](=[O:26])[C:12]3[C:17]([C:18]=2[C:19]2[CH:24]=[CH:23][CH:22]=[CH:21][CH:20]=2)=[CH:16][CH:15]=[C:14]([OH:25])[CH:13]=3)=[O:9])[CH2:6][CH2:5][CH2:4][CH2:3][CH2:2]1.O[CH2:28][CH2:29][N:30]1[CH2:35][CH2:34][O:33][CH2:32][CH2:31]1.C1(P(C2C=CC=CC=2)C2C=CC=CC=2)C=CC=CC=1.N(C(OC(C)C)=O)=NC(OC(C)C)=O, predict the reaction product. The product is: [CH:1]1([NH:7][C:8]([C:10]2[C:11](=[O:26])[C:12]3[C:17]([C:18]=2[C:19]2[CH:20]=[CH:21][CH:22]=[CH:23][CH:24]=2)=[CH:16][CH:15]=[C:14]([O:25][CH2:28][CH2:29][N:30]2[CH2:35][CH2:34][O:33][CH2:32][CH2:31]2)[CH:13]=3)=[O:9])[CH2:6][CH2:5][CH2:4][CH2:3][CH2:2]1. (2) The product is: [Br:1][C:2]1[CH:7]=[C:6]([CH:5]=[CH:4][C:3]=1[O:9][CH3:10])[CH2:8][Br:11]. Given the reactants [Br:1][C:2]1[CH:7]=[C:6]([CH3:8])[CH:5]=[CH:4][C:3]=1[O:9][CH3:10].[Br:11]N1C(=O)CCC1=O, predict the reaction product. (3) Given the reactants [OH:1][C:2]1[CH:11]=[CH:10][C:5]([C:6]([O:8][CH3:9])=[O:7])=[CH:4][C:3]=1I.[CH3:13][N:14](C(ON1N=NC2C=CC=CC1=2)=[N+](C)C)C.F[P-](F)(F)(F)(F)F.C1C=CC2N(O)N=NC=2C=1.Cl.CNOC.CCN(C(C)C)C(C)C, predict the reaction product. The product is: [C:13]([C:3]1[CH:4]=[C:5]([CH:10]=[CH:11][C:2]=1[OH:1])[C:6]([O:8][CH3:9])=[O:7])#[N:14]. (4) Given the reactants Br[C:12]1C=[C:6]([NH2:8])[C:5]([NH2:9])=C(C)C=1.Br[C:12]1C=[C:6]([NH2:8])[C:5]([NH2:9])=C(C)C=1.Br[C:22]1[CH:27]=[C:26]([N+:28]([O-:30])=[O:29])[C:25]([NH2:31])=[C:24]([CH3:32])[CH:23]=1.O.O.[Sn](Cl)(Cl)(Cl)Cl.[CH2:40]([OH:42])[CH3:41], predict the reaction product. The product is: [N:8]1([C:22]2[CH:27]=[C:26]([N+:28]([O-:30])=[O:29])[C:25]([NH:31][C:40](=[O:42])[CH3:41])=[C:24]([CH3:32])[CH:23]=2)[CH:6]=[CH:5][N:9]=[CH:12]1. (5) The product is: [CH2:21]([NH:28][CH:8]1[CH2:7][C@H:6]([C:12]2[CH:17]=[CH:16][N:15]=[CH:14][C:13]=2[N+:18]([O-:20])=[O:19])[O:5][C@H:4]([CH:1]2[CH2:3][CH2:2]2)[C@H:9]1[OH:10])[C:22]1[CH:27]=[CH:26][CH:25]=[CH:24][CH:23]=1. Given the reactants [CH:1]1([C@@H:4]2[C@@H:9]([OH:10])[C:8](=O)[CH2:7][C@H:6]([C:12]3[CH:17]=[CH:16][N:15]=[CH:14][C:13]=3[N+:18]([O-:20])=[O:19])[O:5]2)[CH2:3][CH2:2]1.[CH2:21]([NH2:28])[C:22]1[CH:27]=[CH:26][CH:25]=[CH:24][CH:23]=1.[Li+].[BH4-], predict the reaction product. (6) Given the reactants Cl[C:2]1[N:7]=[N:6][C:5]([C:8]2[CH:17]=[C:16]3[C:11]([C@H:12]([C:19]4[CH:28]=[CH:27][C:26]5[C:21](=[CH:22][CH:23]=[CH:24][CH:25]=5)[CH:20]=4)[CH2:13][N:14]([CH3:18])[CH2:15]3)=[CH:10][CH:9]=2)=[CH:4][CH:3]=1.[CH3:29][O:30][C:31]1[CH:38]=[C:37]([O:39][CH3:40])[CH:36]=[CH:35][C:32]=1[CH2:33][NH2:34], predict the reaction product. The product is: [CH3:29][O:30][C:31]1[CH:38]=[C:37]([O:39][CH3:40])[CH:36]=[CH:35][C:32]=1[CH2:33][NH:34][C:2]1[N:7]=[N:6][C:5]([C:8]2[CH:17]=[C:16]3[C:11]([C@H:12]([C:19]4[CH:28]=[CH:27][C:26]5[C:21](=[CH:22][CH:23]=[CH:24][CH:25]=5)[CH:20]=4)[CH2:13][N:14]([CH3:18])[CH2:15]3)=[CH:10][CH:9]=2)=[CH:4][CH:3]=1. (7) Given the reactants [NH2:1][C:2]1[CH:7]=[CH:6][C:5]([Cl:8])=[CH:4][N:3]=1.C[Si]([N-][Si](C)(C)C)(C)C.[K+].C1(C)C=CC=CC=1.[Cl:26][C:27]1[CH:38]=[C:31]2[C:32](OC(=O)[NH:36][C:30]2=[CH:29][CH:28]=1)=[O:33], predict the reaction product. The product is: [NH2:36][C:30]1[CH:29]=[CH:28][C:27]([Cl:26])=[CH:38][C:31]=1[C:32]([NH:1][C:2]1[CH:7]=[CH:6][C:5]([Cl:8])=[CH:4][N:3]=1)=[O:33]. (8) Given the reactants [Cl:1][C:2]1[N:11]=[C:10]([N:12]2[CH2:16][CH2:15][C@H:14]([NH:17][C:18](=[O:24])[O:19][C:20]([CH3:23])([CH3:22])[CH3:21])[CH2:13]2)[C:9]2[C:4](=[CH:5][CH:6]=[CH:7][CH:8]=2)[N:3]=1.Br[CH2:26][CH2:27][CH2:28][CH2:29][CH3:30], predict the reaction product. The product is: [Cl:1][C:2]1[N:11]=[C:10]([N:12]2[CH2:16][CH2:15][C@H:14]([N:17]([CH2:26][CH2:27][CH2:28][CH2:29][CH3:30])[C:18](=[O:24])[O:19][C:20]([CH3:21])([CH3:23])[CH3:22])[CH2:13]2)[C:9]2[C:4](=[CH:5][CH:6]=[CH:7][CH:8]=2)[N:3]=1. (9) Given the reactants FC(F)(F)C(O)=O.O.C(OC([N:16]1[CH2:19][CH2:18][C@H:17]1[CH2:20][O:21][C:22]1[CH:23]=[C:24]([C:28]2[CH:29]=[C:30]([CH2:34][C@H:35]([OH:43])[CH2:36][C:37]3[CH:42]=[CH:41][CH:40]=[CH:39][CH:38]=3)[CH:31]=[CH:32][CH:33]=2)[CH:25]=[N:26][CH:27]=1)=O)(C)(C)C, predict the reaction product. The product is: [NH:16]1[CH2:19][CH2:18][C@H:17]1[CH2:20][O:21][C:22]1[CH:23]=[C:24]([C:28]2[CH:29]=[C:30]([CH2:34][C@H:35]([OH:43])[CH2:36][C:37]3[CH:42]=[CH:41][CH:40]=[CH:39][CH:38]=3)[CH:31]=[CH:32][CH:33]=2)[CH:25]=[N:26][CH:27]=1. (10) Given the reactants C(OC([NH:8][C@H:9]([C:11]([O:13][CH2:14][CH2:15][O:16][C:17]1[CH:22]=[CH:21][C:20]([C:23]2[C:28]([C:29]#[N:30])=[C:27]([NH:31][CH3:32])[N:26]=[C:25]([S:33][CH2:34][C:35]3[N:36]=[C:37]([C:40]4[CH:45]=[CH:44][C:43]([Cl:46])=[CH:42][CH:41]=4)[S:38][CH:39]=3)[C:24]=2[C:47]#[N:48])=[CH:19][CH:18]=1)=[O:12])[CH3:10])=O)(C)(C)C.[F:49][C:50]([F:55])([F:54])[C:51]([OH:53])=[O:52], predict the reaction product. The product is: [F:49][C:50]([F:55])([F:54])[C:51]([OH:53])=[O:52].[NH2:8][C@H:9]([C:11]([O:13][CH2:14][CH2:15][O:16][C:17]1[CH:22]=[CH:21][C:20]([C:23]2[C:28]([C:29]#[N:30])=[C:27]([NH:31][CH3:32])[N:26]=[C:25]([S:33][CH2:34][C:35]3[N:36]=[C:37]([C:40]4[CH:41]=[CH:42][C:43]([Cl:46])=[CH:44][CH:45]=4)[S:38][CH:39]=3)[C:24]=2[C:47]#[N:48])=[CH:19][CH:18]=1)=[O:12])[CH3:10].